Dataset: Full USPTO retrosynthesis dataset with 1.9M reactions from patents (1976-2016). Task: Predict the reactants needed to synthesize the given product. (1) Given the product [ClH:1].[CH3:12][C:9]1[N:8]([CH2:13][CH2:14][CH3:15])[C:7]2=[C:2]([NH:22][CH2:21][C:20]3[CH:23]=[CH:24][C:17]([CH3:16])=[CH:18][CH:19]=3)[N:3]=[CH:4][CH:5]=[C:6]2[C:10]=1[CH3:11], predict the reactants needed to synthesize it. The reactants are: [Cl:1][C:2]1[N:3]=[CH:4][CH:5]=[C:6]2[C:10]([CH3:11])=[C:9]([CH3:12])[N:8]([CH2:13][CH2:14][CH3:15])[C:7]=12.[CH3:16][C:17]1[CH:24]=[CH:23][C:20]([CH2:21][NH2:22])=[CH:19][CH:18]=1. (2) Given the product [CH3:1][CH:2]([CH3:9])[CH2:3][CH2:4][S:5]([O:23][C:20]1[CH:21]=[CH:22][C:17]([C:16]2[N:15]([C:24]3[CH:29]=[CH:28][C:27]([Cl:30])=[CH:26][C:25]=3[Cl:31])[N:14]=[C:13]([C:32]([NH:34][N:35]3[CH2:36][CH2:37][CH2:38][CH2:39][CH2:40]3)=[O:33])[C:12]=2[C:10]#[N:11])=[CH:18][CH:19]=1)(=[O:7])=[O:6], predict the reactants needed to synthesize it. The reactants are: [CH3:1][CH:2]([CH3:9])[CH2:3][CH2:4][S:5](Cl)(=[O:7])=[O:6].[C:10]([C:12]1[C:13]([C:32]([NH:34][N:35]2[CH2:40][CH2:39][CH2:38][CH2:37][CH2:36]2)=[O:33])=[N:14][N:15]([C:24]2[CH:29]=[CH:28][C:27]([Cl:30])=[CH:26][C:25]=2[Cl:31])[C:16]=1[C:17]1[CH:22]=[CH:21][C:20]([OH:23])=[CH:19][CH:18]=1)#[N:11].O. (3) The reactants are: Cl.[CH:2]12[CH2:9][CH2:8][CH2:7][CH:6]1[CH2:5][NH:4][CH2:3]2.C(=O)([O-])[O-].[K+].[K+].[Cl:16][CH2:17][C:18](Cl)=[O:19]. Given the product [Cl:16][CH2:17][C:18]([N:4]1[CH2:5][C@@H:6]2[CH2:7][CH2:8][CH2:9][C@@H:2]2[CH2:3]1)=[O:19], predict the reactants needed to synthesize it. (4) Given the product [OH2:36].[CH3:1][N:2]([CH3:37])[CH2:3][CH2:4][N:5]1[CH:9]=[C:8]([C:10]2[CH:15]=[CH:14][C:13]([F:16])=[C:12]([C:17]([F:18])([F:19])[F:20])[CH:11]=2)[N:7]=[C:6]1[CH:21]1[CH2:26][CH2:25][N:24]([C:27]2[C:28]3[CH2:35][C:34](=[O:36])[NH:33][C:29]=3[N:30]=[CH:31][N:32]=2)[CH2:23][CH2:22]1.[CH3:37][N:2]([CH2:3][CH2:4][N:5]1[CH:9]=[C:8]([C:10]2[CH:15]=[CH:14][C:13]([F:16])=[C:12]([C:17]([F:18])([F:19])[F:20])[CH:11]=2)[N:7]=[C:6]1[CH:21]1[CH2:22][CH2:23][N:24]([C:27]2[C:28]3[CH2:35][C:34](=[O:36])[NH:33][C:29]=3[N:30]=[CH:31][N:32]=2)[CH2:25][CH2:26]1)[CH3:1], predict the reactants needed to synthesize it. The reactants are: [CH3:1][N:2]([CH3:37])[CH2:3][CH2:4][N:5]1[CH:9]=[C:8]([C:10]2[CH:15]=[CH:14][C:13]([F:16])=[C:12]([C:17]([F:20])([F:19])[F:18])[CH:11]=2)[N:7]=[C:6]1[CH:21]1[CH2:26][CH2:25][N:24]([C:27]2[C:28]3[CH2:35][C:34](=[O:36])[NH:33][C:29]=3[N:30]=[CH:31][N:32]=2)[CH2:23][CH2:22]1. (5) Given the product [CH3:1][O:2][C:3]([C:5]1[O:6][C:7]([NH2:10])=[CH:8][CH:9]=1)=[O:4], predict the reactants needed to synthesize it. The reactants are: [CH3:1][O:2][C:3]([C:5]1[O:6][C:7]([N+:10]([O-])=O)=[CH:8][CH:9]=1)=[O:4]. (6) Given the product [C:51]([O:55][C:56]([N:58]1[C@@H:31]([CH2:32][C@@H:33]([O:15][C:11]2[CH:12]=[CH:13][CH:14]=[C:9]([O:8][CH2:1][C:2]3[CH:3]=[CH:4][CH:5]=[CH:6][CH:7]=3)[CH:10]=2)[CH2:34][CH3:29])[CH2:30][O:60][C:59]1([CH3:64])[CH3:63])=[O:57])([CH3:54])([CH3:52])[CH3:53], predict the reactants needed to synthesize it. The reactants are: [CH2:1]([O:8][C:9]1[CH:10]=[C:11]([OH:15])[CH:12]=[CH:13][CH:14]=1)[C:2]1[CH:7]=[CH:6][CH:5]=[CH:4][CH:3]=1.[C:29]1(P([C:29]2[CH:34]=[CH:33][CH:32]=[CH:31][CH:30]=2)[C:29]2[CH:34]=[CH:33][CH:32]=[CH:31][CH:30]=2)[CH:34]=[CH:33][CH:32]=[CH:31][CH:30]=1.N(C(OC(C)(C)C)=O)=NC(OC(C)(C)C)=O.[C:51]([O:55][C:56]([N:58]1CC[O:60][C:59]1([CH3:64])[CH3:63])=[O:57])([CH3:54])([CH3:53])[CH3:52]. (7) Given the product [F:26][C:23]1[CH:22]=[CH:21][C:20]([C:19]2[N:15]([CH2:14][C:10]3([CH2:9][OH:8])[CH2:13][CH2:12][CH2:11]3)[N:16]=[C:17]([CH3:38])[C:18]=2[C:27]2[CH:28]=[CH:29][C:30]3[O:35][CH2:34][C:33](=[O:36])[NH:32][C:31]=3[CH:37]=2)=[CH:25][CH:24]=1, predict the reactants needed to synthesize it. The reactants are: C([O:8][CH2:9][C:10]1([CH2:14][N:15]2[C:19]([C:20]3[CH:25]=[CH:24][C:23]([F:26])=[CH:22][CH:21]=3)=[C:18]([C:27]3[CH:28]=[CH:29][C:30]4[O:35][CH2:34][C:33](=[O:36])[NH:32][C:31]=4[CH:37]=3)[C:17]([CH3:38])=[N:16]2)[CH2:13][CH2:12][CH2:11]1)C1C=CC=CC=1. (8) Given the product [ClH:27].[CH3:1][O:2][C:3]1[CH:8]=[CH:7][C:6]([CH:9]2[CH2:14][NH:13][CH2:12][CH:11]([C:22]([OH:24])=[O:23])[CH2:10]2)=[CH:5][CH:4]=1, predict the reactants needed to synthesize it. The reactants are: [CH3:1][O:2][C:3]1[CH:8]=[CH:7][C:6]([CH:9]2[CH2:14][N:13](C(OC(C)(C)C)=O)[CH2:12][CH:11]([C:22]([O:24]CC)=[O:23])[CH2:10]2)=[CH:5][CH:4]=1.[ClH:27]. (9) Given the product [F:1][C:2]1[CH:3]=[C:4]([CH:5]=[CH:6][CH:7]=1)[O:8][C:10]([CH3:17])([CH3:16])[C:11]([O:13][CH2:14][CH3:15])=[O:12], predict the reactants needed to synthesize it. The reactants are: [F:1][C:2]1[CH:3]=[C:4]([OH:8])[CH:5]=[CH:6][CH:7]=1.Br[C:10]([CH3:17])([CH3:16])[C:11]([O:13][CH2:14][CH3:15])=[O:12].C([O-])([O-])=O.[K+].[K+].O. (10) Given the product [ClH:1].[Cl:1][C:2]1[CH:9]=[C:8]([O:10][CH2:11][CH2:12][CH2:13][N:14]2[CH2:19][CH2:18][CH2:17][CH2:16][CH2:15]2)[CH:7]=[CH:6][C:23]=1[C:22]([OH:20])=[O:24], predict the reactants needed to synthesize it. The reactants are: [Cl:1][C:2]1[CH:9]=[C:8]([O:10][CH2:11][CH2:12][CH2:13][N:14]2[CH2:19][CH2:18][CH2:17][CH2:16][CH2:15]2)[CH:7]=[CH:6]C=1C#N.[OH-:20].[Na+].[CH2:22]([OH:24])[CH3:23].